From a dataset of Forward reaction prediction with 1.9M reactions from USPTO patents (1976-2016). Predict the product of the given reaction. (1) Given the reactants CI.[CH3:3][O:4][C:5]1[CH:10]=[CH:9][C:8]([CH2:11][N:12]2[C:20]3[CH:19]=[CH:18][CH:17]=[C:16]([NH:21][C:22]4[CH:27]=[CH:26][N:25]=[C:24]([S:28][CH3:29])[N:23]=4)[C:15]=3[C:14]([CH3:30])=[N:13]2)=[CH:7][CH:6]=1.[C:31](=O)([O-])[O-].[Cs+].[Cs+], predict the reaction product. The product is: [CH3:3][O:4][C:5]1[CH:10]=[CH:9][C:8]([CH2:11][N:12]2[C:20]3[CH:19]=[CH:18][CH:17]=[C:16]([N:21]([CH3:31])[C:22]4[CH:27]=[CH:26][N:25]=[C:24]([S:28][CH3:29])[N:23]=4)[C:15]=3[C:14]([CH3:30])=[N:13]2)=[CH:7][CH:6]=1. (2) Given the reactants C([O:3][C:4]([C:6]1[CH:7]=[N:8][N:9]([C:12]2[CH:17]=[CH:16][C:15](Br)=[CH:14][N:13]=2)[C:10]=1[CH3:11])=[O:5])C.C1(P(C2CCCCC2)C2C=CC=CC=2C2[C:37]([O:38][CH3:39])=[CH:36][CH:35]=CC=2OC)CCCCC1.COCC=CB1OC(C)(C)C(C)(C)O1.P([O-])([O-])([O-])=O.[K+].[K+].[K+].[OH-].[Na+].Cl, predict the reaction product. The product is: [CH3:39][O:38][CH2:37]/[CH:36]=[CH:35]/[C:15]1[CH:16]=[CH:17][C:12]([N:9]2[C:10]([CH3:11])=[C:6]([C:4]([OH:3])=[O:5])[CH:7]=[N:8]2)=[N:13][CH:14]=1. (3) Given the reactants Br[C:2]1[C:11]2[O:10]C[N:8]([C:12]([CH3:15])([CH3:14])[CH3:13])[CH2:7][C:6]=2[CH:5]=[C:4]([C:16]([CH3:19])([CH3:18])[CH3:17])[CH:3]=1.[Cl:20][C:21]1[CH:26]=[CH:25][C:24](B(O)O)=[CH:23][N:22]=1, predict the reaction product. The product is: [ClH:20].[C:16]([C:4]1[CH:3]=[C:2]([C:24]2[CH:23]=[N:22][C:21]([Cl:20])=[CH:26][CH:25]=2)[C:11]([OH:10])=[C:6]([CH2:7][NH:8][C:12]([CH3:13])([CH3:14])[CH3:15])[CH:5]=1)([CH3:17])([CH3:18])[CH3:19]. (4) Given the reactants C[C:2]1(C)[O:7][C:6]2[CH:8]=[C:9]([C:12]3[CH:17]=[CH:16][C:15]([CH2:18][CH2:19][N:20]([CH2:28][C@@H:29]([C:37]4[CH:42]=[CH:41][CH:40]=[CH:39][CH:38]=4)[O:30][CH:31]4[CH2:36][CH2:35][CH2:34][CH2:33][O:32]4)[C:21](=[O:27])[O:22][C:23]([CH3:26])([CH3:25])[CH3:24])=[CH:14][CH:13]=3)[CH:10]=[CH:11][C:5]=2[C:4](=[O:43])[O:3]1.C(=O)([O-])[O-].[K+].[K+], predict the reaction product. The product is: [C:23]([O:22][C:21]([N:20]([CH2:28][C@@H:29]([C:37]1[CH:38]=[CH:39][CH:40]=[CH:41][CH:42]=1)[O:30][CH:31]1[CH2:36][CH2:35][CH2:34][CH2:33][O:32]1)[CH2:19][CH2:18][C:15]1[CH:14]=[CH:13][C:12]([C:9]2[CH:10]=[CH:11][C:5]([C:4]([O:3][CH3:2])=[O:43])=[C:6]([OH:7])[CH:8]=2)=[CH:17][CH:16]=1)=[O:27])([CH3:26])([CH3:24])[CH3:25].